Dataset: NCI-60 drug combinations with 297,098 pairs across 59 cell lines. Task: Regression. Given two drug SMILES strings and cell line genomic features, predict the synergy score measuring deviation from expected non-interaction effect. Synergy scores: CSS=18.1, Synergy_ZIP=-4.11, Synergy_Bliss=-0.0566, Synergy_Loewe=-0.774, Synergy_HSA=2.63. Drug 2: C1C(C(OC1N2C=NC(=NC2=O)N)CO)O. Cell line: HCT116. Drug 1: CC1=C2C(C(=O)C3(C(CC4C(C3C(C(C2(C)C)(CC1OC(=O)C(C(C5=CC=CC=C5)NC(=O)OC(C)(C)C)O)O)OC(=O)C6=CC=CC=C6)(CO4)OC(=O)C)O)C)O.